The task is: Predict the product of the given reaction.. This data is from Forward reaction prediction with 1.9M reactions from USPTO patents (1976-2016). (1) Given the reactants [F:1][CH:2]([F:17])[O:3][C:4]1[CH:9]=[CH:8][C:7]([C:10]#[C:11][Si](C)(C)C)=[CH:6][C:5]=1[CH3:16].C(=O)([O-])[O-].[K+].[K+], predict the reaction product. The product is: [F:1][CH:2]([F:17])[O:3][C:4]1[CH:9]=[CH:8][C:7]([C:10]#[CH:11])=[CH:6][C:5]=1[CH3:16]. (2) Given the reactants [CH2:1]([C:5]1[CH:6]=[C:7]([CH:15]=[CH:16][N:17]=1)[C:8]([O:10]C(C)(C)C)=[O:9])[CH:2]([CH3:4])[CH3:3], predict the reaction product. The product is: [CH2:1]([C:5]1[CH:6]=[C:7]([CH:15]=[CH:16][N:17]=1)[C:8]([OH:10])=[O:9])[CH:2]([CH3:4])[CH3:3]. (3) Given the reactants [CH3:1][C:2]1([CH3:18])[C:6]([CH3:8])([CH3:7])[O:5][B:4]([C:9]2[CH:17]=[C:16]3[C:12](C=NN3)=[CH:11][CH:10]=2)[O:3]1.BrC1C=CC2[N:24]=[C:25]([NH2:27])[O:26]C=2C=1.CC1(C)C(C)(C)OB(B2OC(C)(C)C(C)(C)O2)O1, predict the reaction product. The product is: [CH3:18][C:2]1([CH3:1])[C:6]([CH3:7])([CH3:8])[O:5][B:4]([C:9]2[CH:10]=[CH:11][C:12]3[N:24]=[C:25]([NH2:27])[O:26][C:16]=3[CH:17]=2)[O:3]1. (4) Given the reactants Br[C:2]1[CH:14]=[CH:13][C:12]2[C:11]3[C:6](=[CH:7][CH:8]=[CH:9][CH:10]=3)[C:5]([CH3:16])([CH3:15])[C:4]=2[CH:3]=1.II.[Cl:19][C:20]1[N:25]=[C:24](Cl)[N:23]=[C:22]([Cl:27])[N:21]=1, predict the reaction product. The product is: [Cl:19][C:20]1[N:21]=[C:22]([Cl:27])[N:23]=[C:24]([C:2]2[CH:14]=[CH:13][C:12]3[C:11]4[C:6](=[CH:7][CH:8]=[CH:9][CH:10]=4)[C:5]([CH3:16])([CH3:15])[C:4]=3[CH:3]=2)[N:25]=1. (5) Given the reactants [CH3:1][C:2]([C:5]1[CH:10]=[C:9]([C:11](OC)=[O:12])[CH:8]=[CH:7][C:6]=1[C:15]1[CH:20]=[C:19]([O:21][CH3:22])[CH:18]=[CH:17][C:16]=1[F:23])([CH3:4])[CH3:3].C1COCC1.[H-].[H-].[H-].[H-].[Li+].[Al+3].[OH-].[Na+], predict the reaction product. The product is: [CH3:4][C:2]([C:5]1[CH:10]=[C:9]([CH2:11][OH:12])[CH:8]=[CH:7][C:6]=1[C:15]1[CH:20]=[C:19]([O:21][CH3:22])[CH:18]=[CH:17][C:16]=1[F:23])([CH3:1])[CH3:3]. (6) Given the reactants [C:1]([O:5][C:6]([C@@H:8]([NH:14][C:15]([O:17][C:18]([CH3:21])([CH3:20])[CH3:19])=[O:16])[CH2:9][CH2:10][C:11]([OH:13])=[O:12])=[O:7])([CH3:4])([CH3:3])[CH3:2].Cl.CN(C)CCCN=C=NCC.C(N(CC)CC)C.[N+:41]([O:44][CH2:45][CH2:46][CH2:47]O)([O-:43])=[O:42], predict the reaction product. The product is: [C:18]([O:17][C:15]([NH:14][C@@H:8]([CH2:9][CH2:10][C:11]([O:13][CH2:47][CH2:46][CH2:45][O:44][N+:41]([O-:43])=[O:42])=[O:12])[C:6]([O:5][C:1]([CH3:4])([CH3:3])[CH3:2])=[O:7])=[O:16])([CH3:21])([CH3:20])[CH3:19]. (7) Given the reactants C1C2C(COC(=O)[NH:17][C@@H:18]([CH2:29][O:30][C:31]([CH3:34])([CH3:33])[CH3:32])[C@H:19]([OH:28])[C:20]3[CH:21]=[N:22][C:23]([O:26][CH3:27])=[CH:24][CH:25]=3)C3C(=CC=CC=3)C=2C=CC=1.N1CCCCC1, predict the reaction product. The product is: [NH2:17][C@@H:18]([CH2:29][O:30][C:31]([CH3:34])([CH3:33])[CH3:32])[C@@H:19]([C:20]1[CH:21]=[N:22][C:23]([O:26][CH3:27])=[CH:24][CH:25]=1)[OH:28]. (8) Given the reactants [CH3:1][O:2][C:3]1[CH:11]=[CH:10][C:9]([C:12]2[CH:17]=[CH:16][CH:15]=[C:14]([C:18]([O:20]C)=[O:19])[CH:13]=2)=[CH:8][C:4]=1[C:5](O)=[O:6].[F:22][C:23]([F:33])([F:32])[C:24]1[CH:31]=[CH:30][C:27]([CH2:28][NH2:29])=[CH:26][CH:25]=1.C(P(=O)(OCC)[O:37]CC)#N.C(N(CC)CC)C.CN(C)[CH:53]=[O:54], predict the reaction product. The product is: [OH2:2].[C:28](#[N:29])[CH3:27].[F:22][C:23]([F:33])([F:32])[C:53]([OH:54])=[O:37].[CH3:1][O:2][C:3]1[CH:11]=[CH:10][C:9]([C:12]2[CH:13]=[C:14]([CH:15]=[CH:16][CH:17]=2)[C:18]([OH:20])=[O:19])=[CH:8][C:4]=1[C:5]([NH:29][CH2:28][C:27]1[CH:26]=[CH:25][C:24]([C:23]([F:22])([F:32])[F:33])=[CH:31][CH:30]=1)=[O:6]. (9) Given the reactants [C:1]([O:5][C:6]([N:8]1[CH2:13][CH2:12][CH:11]([C:14]2[NH:15][CH:16]=[C:17]([C:19]3[CH:24]=[CH:23][C:22]([F:25])=[C:21]([Cl:26])[CH:20]=3)[N:18]=2)[CH2:10][CH2:9]1)=[O:7])([CH3:4])([CH3:3])[CH3:2].[OH-].[Na+].Br[CH2:30][C:31]#[N:32], predict the reaction product. The product is: [C:1]([O:5][C:6]([N:8]1[CH2:13][CH2:12][CH:11]([C:14]2[N:15]([CH2:30][C:31]#[N:32])[CH:16]=[C:17]([C:19]3[CH:24]=[CH:23][C:22]([F:25])=[C:21]([Cl:26])[CH:20]=3)[N:18]=2)[CH2:10][CH2:9]1)=[O:7])([CH3:4])([CH3:2])[CH3:3]. (10) Given the reactants [CH3:1][CH:2]([CH3:10])[C:3](=[O:9])[CH2:4][C:5]([O:7][CH3:8])=[O:6].[CH2:11](O)[CH2:12][OH:13], predict the reaction product. The product is: [CH:2]([C:3]1([CH2:4][C:5]([O:7][CH3:8])=[O:6])[O:13][CH2:12][CH2:11][O:9]1)([CH3:10])[CH3:1].